From a dataset of NCI-60 drug combinations with 297,098 pairs across 59 cell lines. Regression. Given two drug SMILES strings and cell line genomic features, predict the synergy score measuring deviation from expected non-interaction effect. (1) Drug 1: C1C(C(OC1N2C=C(C(=O)NC2=O)F)CO)O. Drug 2: CN(C(=O)NC(C=O)C(C(C(CO)O)O)O)N=O. Cell line: CCRF-CEM. Synergy scores: CSS=39.8, Synergy_ZIP=-1.58, Synergy_Bliss=-3.14, Synergy_Loewe=-54.8, Synergy_HSA=-2.63. (2) Drug 1: CCN(CC)CCNC(=O)C1=C(NC(=C1C)C=C2C3=C(C=CC(=C3)F)NC2=O)C. Drug 2: CC1C(C(CC(O1)OC2CC(OC(C2O)C)OC3=CC4=CC5=C(C(=O)C(C(C5)C(C(=O)C(C(C)O)O)OC)OC6CC(C(C(O6)C)O)OC7CC(C(C(O7)C)O)OC8CC(C(C(O8)C)O)(C)O)C(=C4C(=C3C)O)O)O)O. Cell line: SF-539. Synergy scores: CSS=54.8, Synergy_ZIP=-1.68, Synergy_Bliss=0.409, Synergy_Loewe=-0.959, Synergy_HSA=-0.803. (3) Drug 1: C1CN(CCN1C(=O)CCBr)C(=O)CCBr. Drug 2: CN(C(=O)NC(C=O)C(C(C(CO)O)O)O)N=O. Cell line: A498. Synergy scores: CSS=9.70, Synergy_ZIP=-3.57, Synergy_Bliss=-3.16, Synergy_Loewe=-5.60, Synergy_HSA=-2.20. (4) Drug 1: C1=NC2=C(N1)C(=S)N=C(N2)N. Drug 2: CCC1(CC2CC(C3=C(CCN(C2)C1)C4=CC=CC=C4N3)(C5=C(C=C6C(=C5)C78CCN9C7C(C=CC9)(C(C(C8N6C=O)(C(=O)OC)O)OC(=O)C)CC)OC)C(=O)OC)O.OS(=O)(=O)O. Cell line: T-47D. Synergy scores: CSS=41.6, Synergy_ZIP=-9.61, Synergy_Bliss=-2.68, Synergy_Loewe=-19.7, Synergy_HSA=-1.64.